The task is: Predict the reactants needed to synthesize the given product.. This data is from Full USPTO retrosynthesis dataset with 1.9M reactions from patents (1976-2016). Given the product [Cl:22][C:16]1[CH:17]=[C:18]([Cl:21])[CH:19]=[CH:20][C:15]=1[NH:14][C:6]1[C:5]2[C:10](=[CH:11][C:2](/[CH:44]=[CH:43]/[CH2:42][CH2:41][CH2:40][CH2:28][CH2:29][CH2:30][CH2:31][CH2:32][CH2:33][N:34]3[CH2:39][CH2:38][O:37][CH2:36][CH2:35]3)=[CH:3][CH:4]=2)[N:9]=[CH:8][C:7]=1[C:12]#[N:13], predict the reactants needed to synthesize it. The reactants are: Br[C:2]1[CH:11]=[C:10]2[C:5]([C:6]([NH:14][C:15]3[CH:20]=[CH:19][C:18]([Cl:21])=[CH:17][C:16]=3[Cl:22])=[C:7]([C:12]#[N:13])[CH:8]=[N:9]2)=[CH:4][CH:3]=1.C([Sn](CCCC)(CCCC)/[C:28](/[CH2:40][CH2:41][CH2:42][CH2:43][CH3:44])=[CH:29]/[CH2:30][CH2:31][CH2:32][CH2:33][N:34]1[CH2:39][CH2:38][O:37][CH2:36][CH2:35]1)CCC.